From a dataset of Reaction yield outcomes from USPTO patents with 853,638 reactions. Predict the reaction yield, written as a fraction of the theoretical maximum amount of product (1.0 means a 100% yield; for example, 0.34 means a 34% yield). (1) The reactants are C1(P(C2C=CC=CC=2)C2C=CC=CC=2)C=CC=CC=1.[N:20]([CH2:23][C@H:24]1[O:28][C:27](=[O:29])[N:26]([C:30]2[CH:35]=[CH:34][C:33]([S:36][C:37]([C:50]3[CH:55]=[CH:54][CH:53]=[CH:52][CH:51]=3)([C:44]3[CH:49]=[CH:48][CH:47]=[CH:46][CH:45]=3)[C:38]3[CH:43]=[CH:42][CH:41]=[CH:40][CH:39]=3)=[C:32]([F:56])[CH:31]=2)[CH2:25]1)=[N+]=[N-].O.[C:58](OC(=O)C)(=[O:60])[CH3:59].N1C=CC=CC=1. The catalyst is C1COCC1. The product is [C:58]([NH:20][CH2:23][C@@H:24]1[O:28][C:27](=[O:29])[N:26]([C:30]2[CH:35]=[CH:34][C:33]([S:36][C:37]([C:50]3[CH:55]=[CH:54][CH:53]=[CH:52][CH:51]=3)([C:44]3[CH:49]=[CH:48][CH:47]=[CH:46][CH:45]=3)[C:38]3[CH:43]=[CH:42][CH:41]=[CH:40][CH:39]=3)=[C:32]([F:56])[CH:31]=2)[CH2:25]1)(=[O:60])[CH3:59]. The yield is 0.970. (2) The reactants are C([O:5][C:6]([C@H:8]([N:10]1[C:15](=[O:16])[C@@H:14]([N:17]=[N+:18]=[N-:19])[C@@H:13]([OH:20])[CH2:12][O:11]1)[CH3:9])=[O:7])(C)(C)C.FC(F)(F)C(O)=O. The catalyst is C(Cl)Cl. The product is [C:6]([C@H:8]([N:10]1[C:15](=[O:16])[C@@H:14]([N:17]=[N+:18]=[N-:19])[C@@H:13]([OH:20])[CH2:12][O:11]1)[CH3:9])([OH:7])=[O:5]. The yield is 0.990. (3) The reactants are Br[C:2]1[S:3][CH:4]=[CH:5][C:6]=1[C:7]([NH2:9])=[O:8].[Cl:10][C:11]1[CH:16]=[CH:15][C:14](B(O)O)=[CH:13][C:12]=1[N+:20]([O-:22])=[O:21].C(=O)([O-])[O-].[Na+].[Na+]. The catalyst is O1CCOCC1.O. The product is [Cl:10][C:11]1[CH:16]=[CH:15][C:14]([C:2]2[S:3][CH:4]=[CH:5][C:6]=2[C:7]([NH2:9])=[O:8])=[CH:13][C:12]=1[N+:20]([O-:22])=[O:21]. The yield is 0.570. (4) The reactants are [NH2:1][C:2]1[N:7]=[C:6]([C:8]2[S:12][C:11]3[CH:13]=[CH:14][C:15]([CH2:17][C:18]4[CH:19]=[C:20]([CH:24]=[CH:25][CH:26]=4)[C:21]([OH:23])=O)=[CH:16][C:10]=3[C:9]=2[CH3:27])[CH:5]=[CH:4][N:3]=1.[O:28]1[CH2:33][CH2:32][N:31]([C:34]2[CH:40]=[CH:39][C:37]([NH2:38])=[CH:36][CH:35]=2)[CH2:30][CH2:29]1.CN(C(ON1N=NC2C=CC=NC1=2)=[N+](C)C)C.F[P-](F)(F)(F)(F)F.C(N(CC)CC)C. The catalyst is CN(C=O)C.CCOC(C)=O. The product is [NH2:1][C:2]1[N:7]=[C:6]([C:8]2[S:12][C:11]3[CH:10]=[CH:16][C:15]([CH2:17][C:18]4[CH:19]=[C:20]([CH:24]=[CH:25][CH:26]=4)[C:21]([NH:38][C:37]4[CH:36]=[CH:35][C:34]([N:31]5[CH2:32][CH2:33][O:28][CH2:29][CH2:30]5)=[CH:40][CH:39]=4)=[O:23])=[CH:14][C:13]=3[C:9]=2[CH3:27])[CH:5]=[CH:4][N:3]=1. The yield is 0.170. (5) The reactants are Cl.C([N:9]1[CH2:13][CH2:12][C@@H:11]([C:14]([C:27]#[N:28])([C:21]2[CH:26]=[CH:25][CH:24]=[CH:23][CH:22]=2)[C:15]2[CH:20]=[CH:19][CH:18]=[CH:17][CH:16]=2)[CH2:10]1)C1C=CC=CC=1.C([O-])=O.[NH4+].O. The catalyst is CO.[Pd]. The product is [C:27]([C:14]([C@@H:11]1[CH2:12][CH2:13][NH:9][CH2:10]1)([C:21]1[CH:22]=[CH:23][CH:24]=[CH:25][CH:26]=1)[C:15]1[CH:20]=[CH:19][CH:18]=[CH:17][CH:16]=1)#[N:28]. The yield is 0.997.